This data is from Catalyst prediction with 721,799 reactions and 888 catalyst types from USPTO. The task is: Predict which catalyst facilitates the given reaction. (1) The catalyst class is: 7. Product: [Br:11][C:12]1[N:17]=[C:16]([NH:18][CH:5]=[O:7])[CH:15]=[CH:14][CH:13]=1. Reactant: C(O[C:5](=[O:7])C)(=O)C.C(O)=O.[Br:11][C:12]1[N:17]=[C:16]([NH2:18])[CH:15]=[CH:14][CH:13]=1. (2) Reactant: C(OC(=O)[NH:10][C:11]1[C:12]([C:28]([NH:30][C:31]2[CH:32]=[N:33][CH:34]=[CH:35][C:36]=2[N:37]2[CH2:42][C@H:41]([CH3:43])[CH2:40][C@H:39]([NH:44]C(OC(C)(C)C)=O)[CH2:38]2)=[O:29])=[N:13][C:14]2[C:19]([CH:20]=1)=[CH:18][CH:17]=[C:16]([N:21]1[CH2:26][CH2:25][CH2:24][CH2:23][C:22]1=[O:27])[CH:15]=2)C1C=CC=CC=1. Product: [NH2:10][C:11]1[C:12]([C:28]([NH:30][C:31]2[CH:32]=[N:33][CH:34]=[CH:35][C:36]=2[N:37]2[CH2:42][C@H:41]([CH3:43])[CH2:40][C@H:39]([NH2:44])[CH2:38]2)=[O:29])=[N:13][C:14]2[C:19]([CH:20]=1)=[CH:18][CH:17]=[C:16]([N:21]1[CH2:26][CH2:25][CH2:24][CH2:23][C:22]1=[O:27])[CH:15]=2. The catalyst class is: 844.